Dataset: Catalyst prediction with 721,799 reactions and 888 catalyst types from USPTO. Task: Predict which catalyst facilitates the given reaction. (1) Reactant: Cl[C:2]1[C:11]2[C:6](=[CH:7][CH:8]=[CH:9][CH:10]=2)[N:5]=[CH:4][N:3]=1.C[O-].[Na+]. Product: [N:5]1[C:6]2[C:11](=[CH:10][CH:9]=[CH:8][CH:7]=2)[CH:2]=[N:3][CH:4]=1. The catalyst class is: 5. (2) Reactant: [C:1]1([C:7]#[C:8][C:9]2[CH:10]=[C:11]([CH:25]=[CH:26][CH:27]=2)[C:12]([NH:14][C@@H:15]([CH2:20][N+:21]([CH3:24])([CH3:23])[CH3:22])[CH2:16][C:17]([O-:19])=[O:18])=[O:13])[CH:6]=[CH:5][CH:4]=[CH:3][CH:2]=1. Product: [CH2:8]([C:9]1[CH:10]=[C:11]([CH:25]=[CH:26][CH:27]=1)[C:12]([NH:14][C@@H:15]([CH2:20][N+:21]([CH3:24])([CH3:23])[CH3:22])[CH2:16][C:17]([O-:19])=[O:18])=[O:13])[CH2:7][C:1]1[CH:2]=[CH:3][CH:4]=[CH:5][CH:6]=1. The catalyst class is: 45. (3) Reactant: C[O:2][C:3](=O)[C:4]1[CH:9]=[CH:8][CH:7]=[CH:6][C:5]=1[C:10]([C:18]#[N:19])=[CH:11][C:12]1[CH:17]=[CH:16][N:15]=[CH:14][CH:13]=1.O. Product: [N:15]1[CH:16]=[CH:17][C:12]([CH2:11][C:10]2[C:5]3[C:4](=[CH:9][CH:8]=[CH:7][CH:6]=3)[C:3](=[O:2])[NH:19][CH:18]=2)=[CH:13][CH:14]=1. The catalyst class is: 814. (4) Reactant: C[O:2][C:3](=[O:32])[CH2:4][O:5][C:6]1[CH:15]=[CH:14][C:13]2[C:8](=[CH:9][CH:10]=[C:11]([NH:16][C:17]([C:19]3[C:23]4[CH:24]=[CH:25][CH:26]=[CH:27][C:22]=4[O:21][C:20]=3[CH2:28][CH2:29][CH2:30][CH3:31])=[O:18])[CH:12]=2)[CH:7]=1.[OH-].[Na+:34]. Product: [Na+:34].[CH2:28]([C:20]1[O:21][C:22]2[CH:27]=[CH:26][CH:25]=[CH:24][C:23]=2[C:19]=1[C:17]([NH:16][C:11]1[CH:12]=[C:13]2[C:8](=[CH:9][CH:10]=1)[CH:7]=[C:6]([O:5][CH2:4][C:3]([O-:32])=[O:2])[CH:15]=[CH:14]2)=[O:18])[CH2:29][CH2:30][CH3:31]. The catalyst class is: 20. (5) Reactant: [CH3:1][O:2][C:3]1[CH:8]=[CH:7][C:6]([NH:9][C:10](=[O:15])[CH2:11][C:12]([OH:14])=O)=[CH:5][CH:4]=1.ClC(N(C)C)=C(C)C.[NH2:24][C:25]([CH3:41])([CH2:31][C:32](=[O:40])[C:33]1[CH:38]=[CH:37][C:36]([CH3:39])=[CH:35][CH:34]=1)[C:26]([O:28][CH2:29][CH3:30])=[O:27].N1C=CC=CC=1. Product: [CH3:1][O:2][C:3]1[CH:4]=[CH:5][C:6]([NH:9][C:10](=[O:15])[CH2:11][C:12]([NH:24][C:25]([CH3:41])([CH2:31][C:32](=[O:40])[C:33]2[CH:38]=[CH:37][C:36]([CH3:39])=[CH:35][CH:34]=2)[C:26]([O:28][CH2:29][CH3:30])=[O:27])=[O:14])=[CH:7][CH:8]=1. The catalyst class is: 91. (6) Reactant: [CH3:1][CH:2]([CH3:26])[CH2:3][NH:4][C@H:5]1[CH2:10][C@@H:9]([C:11]([N:13]2[CH2:18][CH2:17][O:16][CH2:15][CH2:14]2)=[O:12])[CH2:8][N:7](C(OC(C)(C)C)=O)[CH2:6]1.[N:27]1[C:36]2[C:31](=[CH:32][CH:33]=[CH:34][CH:35]=2)[CH:30]=[CH:29][C:28]=1[C:37](O)=[O:38].F[P-](F)(F)(F)(F)F.ClC(N(C)C)=[N+](C)C.C(N(CC)C(C)C)(C)C.C(=O)([O-])O.[Na+]. Product: [CH3:26][CH:2]([CH3:1])[CH2:3][N:4]([C@H:5]1[CH2:10][C@@H:9]([C:11]([N:13]2[CH2:14][CH2:15][O:16][CH2:17][CH2:18]2)=[O:12])[CH2:8][NH:7][CH2:6]1)[C:37]([C:28]1[CH:29]=[CH:30][C:31]2[C:36](=[CH:35][CH:34]=[CH:33][CH:32]=2)[N:27]=1)=[O:38]. The catalyst class is: 3.